From a dataset of Peptide-MHC class II binding affinity with 134,281 pairs from IEDB. Regression. Given a peptide amino acid sequence and an MHC pseudo amino acid sequence, predict their binding affinity value. This is MHC class II binding data. (1) The peptide sequence is RTGQIFKQTYSKFDT. The MHC is DRB5_0101 with pseudo-sequence DRB5_0101. The binding affinity (normalized) is 0.616. (2) The peptide sequence is QKLIEDVNASFRAAM. The MHC is HLA-DQA10101-DQB10501 with pseudo-sequence HLA-DQA10101-DQB10501. The binding affinity (normalized) is 0.0479. (3) The peptide sequence is GELQINDKIDAAFKI. The MHC is DRB1_0701 with pseudo-sequence DRB1_0701. The binding affinity (normalized) is 0.658. (4) The peptide sequence is GWIISNIFGAIPVLA. The MHC is HLA-DQA10501-DQB10201 with pseudo-sequence HLA-DQA10501-DQB10201. The binding affinity (normalized) is 0.790. (5) The peptide sequence is ALPTVEVVAAAADEV. The MHC is DRB3_0101 with pseudo-sequence DRB3_0101. The binding affinity (normalized) is 0.374. (6) The peptide sequence is SRMSMAMGTMAGCGY. The MHC is HLA-DQA10201-DQB10402 with pseudo-sequence HLA-DQA10201-DQB10402. The binding affinity (normalized) is 0.485. (7) The peptide sequence is ADKFKTFEAAFTSSS. The MHC is DRB1_0101 with pseudo-sequence DRB1_0101. The binding affinity (normalized) is 0.895.